From a dataset of Peptide-MHC class I binding affinity with 185,985 pairs from IEDB/IMGT. Regression. Given a peptide amino acid sequence and an MHC pseudo amino acid sequence, predict their binding affinity value. This is MHC class I binding data. (1) The MHC is HLA-A02:06 with pseudo-sequence HLA-A02:06. The binding affinity (normalized) is 0.181. The peptide sequence is LISILMIFI. (2) The peptide sequence is RGKLKRRAI. The MHC is HLA-B48:01 with pseudo-sequence HLA-B48:01. The binding affinity (normalized) is 0.0847. (3) The peptide sequence is VTIDLDPVVY. The MHC is HLA-B15:01 with pseudo-sequence HLA-B15:01. The binding affinity (normalized) is 0.842. (4) The peptide sequence is RFARALPVWA. The MHC is Patr-A0701 with pseudo-sequence Patr-A0701. The binding affinity (normalized) is 0.188. (5) The peptide sequence is FTLVATVSI. The MHC is HLA-A31:01 with pseudo-sequence HLA-A31:01. The binding affinity (normalized) is 0.268. (6) The peptide sequence is SLFTEQAFY. The MHC is HLA-B08:02 with pseudo-sequence HLA-B08:02. The binding affinity (normalized) is 0.0847.